This data is from Forward reaction prediction with 1.9M reactions from USPTO patents (1976-2016). The task is: Predict the product of the given reaction. (1) Given the reactants [CH3:1]C(C)([O-])C.[K+].Br[C:8]([F:28])([F:27])[C:9]([NH:11][CH2:12][C:13]1(O)[CH2:18][CH2:17][N:16]([C:19]([O:21][C:22]([CH3:25])([CH3:24])[CH3:23])=[O:20])[CH2:15][CH2:14]1)=[O:10], predict the reaction product. The product is: [F:27][C:8]1([F:28])[CH2:1][C:13]2([CH2:18][CH2:17][N:16]([C:19]([O:21][C:22]([CH3:25])([CH3:24])[CH3:23])=[O:20])[CH2:15][CH2:14]2)[CH2:12][NH:11][C:9]1=[O:10]. (2) Given the reactants [NH2:1][CH:2]([CH2:38][CH3:39])[C:3]([N:5]1[CH2:10][CH2:9][C:8]([C:31]2[CH:36]=[CH:35][CH:34]=[C:33]([F:37])[CH:32]=2)([CH2:11][CH2:12][N:13]2[CH:18]3[CH2:19][CH2:20][CH:14]2[CH2:15][CH:16]([N:21]2[C:25]4[CH:26]=[CH:27][CH:28]=[CH:29][C:24]=4[N:23]=[C:22]2[CH3:30])[CH2:17]3)[CH2:7][CH2:6]1)=[O:4].[Cl:40][CH2:41][C:42](Cl)=[O:43].CCN(C(C)C)C(C)C, predict the reaction product. The product is: [Cl:40][CH2:41][C:42]([NH:1][CH:2]([C:3]([N:5]1[CH2:10][CH2:9][C:8]([C:31]2[CH:36]=[CH:35][CH:34]=[C:33]([F:37])[CH:32]=2)([CH2:11][CH2:12][N:13]2[CH:18]3[CH2:19][CH2:20][CH:14]2[CH2:15][CH:16]([N:21]2[C:25]4[CH:26]=[CH:27][CH:28]=[CH:29][C:24]=4[N:23]=[C:22]2[CH3:30])[CH2:17]3)[CH2:7][CH2:6]1)=[O:4])[CH2:38][CH3:39])=[O:43].